This data is from Full USPTO retrosynthesis dataset with 1.9M reactions from patents (1976-2016). The task is: Predict the reactants needed to synthesize the given product. (1) Given the product [CH2:5]([O:7][C:8]1[CH:13]=[CH:12][C:11]([N+:1]([O-:4])=[O:2])=[CH:10][C:9]=1[C:14]1[NH:19][C:18](=[O:20])[C:17]2=[C:21]([CH3:29])[N:22]=[C:23]([CH:24]3[CH2:28][CH2:27][CH2:26][CH2:25]3)[N:16]2[N:15]=1)[CH3:6], predict the reactants needed to synthesize it. The reactants are: [N+:1]([O-:4])(O)=[O:2].[CH2:5]([O:7][C:8]1[CH:13]=[CH:12][CH:11]=[CH:10][C:9]=1[C:14]1[NH:19][C:18](=[O:20])[C:17]2=[C:21]([CH3:29])[N:22]=[C:23]([CH:24]3[CH2:28][CH2:27][CH2:26][CH2:25]3)[N:16]2[N:15]=1)[CH3:6].ClCCl.C(=O)(O)[O-].[Na+]. (2) Given the product [F:31][C:30]([F:32])([F:33])[C:29]([NH:28][CH2:27][CH2:26][C:23]1[CH:24]=[CH:25][C:20]([C:17]([CH3:18])=[CH:11][C:12]([O:14][CH2:15][CH3:16])=[O:13])=[CH:21][CH:22]=1)=[O:34], predict the reactants needed to synthesize it. The reactants are: [H-].[Na+].C(OP([CH2:11][C:12]([O:14][CH2:15][CH3:16])=[O:13])(OCC)=O)C.[C:17]([C:20]1[CH:25]=[CH:24][C:23]([CH2:26][CH2:27][NH:28][C:29](=[O:34])[C:30]([F:33])([F:32])[F:31])=[CH:22][CH:21]=1)(=O)[CH3:18].O. (3) Given the product [Br:1][C:2]1[CH:3]=[C:4]([CH:8]2[CH2:9][O:21]2)[CH:5]=[CH:6][CH:7]=1, predict the reactants needed to synthesize it. The reactants are: [Br:1][C:2]1[CH:7]=[CH:6][CH:5]=[C:4]([CH:8]=[CH2:9])[CH:3]=1.C(C1C=NC=CC=1)#N.OO.S([O-])([O-])=[O:21].[Na+].[Na+].C(=O)(O)[O-].[Na+]. (4) The reactants are: [Cl:1][C:2]1[C:7]([Cl:8])=[CH:6][C:5]([NH:9][C:10](=[NH:17])[C:11]2[CH:16]=[CH:15][CH:14]=[CH:13][CH:12]=2)=[CH:4][C:3]=1[NH:18][C:19](=[O:32])/[CH:20]=[CH:21]/[C:22]1[CH:27]=[CH:26][CH:25]=[CH:24][C:23]=1[C:28]([F:31])([F:30])[F:29].Cl. Given the product [ClH:1].[Cl:1][C:2]1[C:7]([Cl:8])=[CH:6][C:5]([NH:9][C:10](=[NH:17])[C:11]2[CH:12]=[CH:13][CH:14]=[CH:15][CH:16]=2)=[CH:4][C:3]=1[NH:18][C:19](=[O:32])/[CH:20]=[CH:21]/[C:22]1[CH:27]=[CH:26][CH:25]=[CH:24][C:23]=1[C:28]([F:29])([F:30])[F:31], predict the reactants needed to synthesize it. (5) Given the product [Br:1][C:2]1[N:7]=[CH:6][C:5]([NH:8][CH:12]=[C:13]([C:14]([O:16][CH2:17][CH3:18])=[O:15])[C:19]([O:21][CH2:22][CH3:23])=[O:20])=[CH:4][CH:3]=1, predict the reactants needed to synthesize it. The reactants are: [Br:1][C:2]1[N:7]=[CH:6][C:5]([NH2:8])=[CH:4][CH:3]=1.CCO[CH:12]=[C:13]([C:19]([O:21][CH2:22][CH3:23])=[O:20])[C:14]([O:16][CH2:17][CH3:18])=[O:15]. (6) The reactants are: [NH2:1][C:2]1[CH:7]=[C:6]([N+:8]([O-:10])=[O:9])[CH:5]=[CH:4][C:3]=1[CH2:11][OH:12].[K].CCSC(N(CC(C)C)[CH2:20][CH:21](C)[CH3:22])=O.C(Br)C=C. Given the product [CH2:22]([O:12][CH2:11][C:3]1[CH:4]=[CH:5][C:6]([N+:8]([O-:10])=[O:9])=[CH:7][C:2]=1[NH2:1])[CH:21]=[CH2:20], predict the reactants needed to synthesize it. (7) Given the product [CH3:45][N:44]([CH3:46])[CH:39]1[CH2:38][C:37]2[C:41](=[CH:42][CH:43]=[C:35]([NH:34][C:2]3[N:7]=[C:6]([C:8]4[C:9]([C:17]5[CH:18]=[C:19]([NH:23][C:24](=[O:33])[C:25]6[C:30]([F:31])=[CH:29][CH:28]=[CH:27][C:26]=6[F:32])[CH:20]=[CH:21][CH:22]=5)=[N:10][N:11]5[CH:16]=[CH:15][CH:14]=[CH:13][C:12]=45)[CH:5]=[CH:4][N:3]=3)[CH:36]=2)[CH2:40]1, predict the reactants needed to synthesize it. The reactants are: Cl[C:2]1[N:7]=[C:6]([C:8]2[C:9]([C:17]3[CH:18]=[C:19]([NH:23][C:24](=[O:33])[C:25]4[C:30]([F:31])=[CH:29][CH:28]=[CH:27][C:26]=4[F:32])[CH:20]=[CH:21][CH:22]=3)=[N:10][N:11]3[CH:16]=[CH:15][CH:14]=[CH:13][C:12]=23)[CH:5]=[CH:4][N:3]=1.[NH2:34][C:35]1[CH:36]=[C:37]2[C:41](=[CH:42][CH:43]=1)[CH2:40][CH:39]([N:44]([CH3:46])[CH3:45])[CH2:38]2.Cl.